From a dataset of Forward reaction prediction with 1.9M reactions from USPTO patents (1976-2016). Predict the product of the given reaction. (1) Given the reactants [Br:1][C:2]1[CH:7]=[CH:6][C:5]([NH:8][CH:9]2[CH2:14][CH2:13][N:12]([C:15]([O:17][C:18]([CH3:21])([CH3:20])[CH3:19])=[O:16])[CH2:11][CH2:10]2)=[CH:4][CH:3]=1.[CH3:22][O:23][C:24]1[CH:25]=[C:26]([C:34]2[CH:35]=[C:36]([CH:39]=[CH:40][CH:41]=2)[CH2:37]Cl)[CH:27]=[C:28]([O:32][CH3:33])[C:29]=1[O:30][CH3:31], predict the reaction product. The product is: [Br:1][C:2]1[CH:7]=[CH:6][C:5]([N:8]([CH:9]2[CH2:10][CH2:11][N:12]([C:15]([O:17][C:18]([CH3:21])([CH3:20])[CH3:19])=[O:16])[CH2:13][CH2:14]2)[CH2:37][C:36]2[CH:39]=[CH:40][CH:41]=[C:34]([C:26]3[CH:27]=[C:28]([O:32][CH3:33])[C:29]([O:30][CH3:31])=[C:24]([O:23][CH3:22])[CH:25]=3)[CH:35]=2)=[CH:4][CH:3]=1. (2) Given the reactants [CH3:1][O:2][C:3](=[O:22])[CH2:4][CH:5]([C:9]1[CH:14]=[CH:13][C:12]([O:15][CH:16]2[CH2:21][CH2:20][CH2:19][CH2:18][O:17]2)=[CH:11][CH:10]=1)/[CH:6]=C\C.[O:23]1CCOCC1.O.N1C(C)=CC=CC=1C, predict the reaction product. The product is: [CH3:1][O:2][C:3](=[O:22])[CH2:4][CH:5]([C:9]1[CH:14]=[CH:13][C:12]([O:15][CH:16]2[CH2:21][CH2:20][CH2:19][CH2:18][O:17]2)=[CH:11][CH:10]=1)[CH:6]=[O:23]. (3) Given the reactants [C:1]([C:4]1[C:8]2[CH:9]=[C:10]([C:13]([O:15]C)=[O:14])[CH:11]=[CH:12][C:7]=2[O:6][CH:5]=1)#[C:2][CH3:3].[OH-].[Na+].O, predict the reaction product. The product is: [C:1]([C:4]1[C:8]2[CH:9]=[C:10]([C:13]([OH:15])=[O:14])[CH:11]=[CH:12][C:7]=2[O:6][CH:5]=1)#[C:2][CH3:3]. (4) The product is: [N+:14]([C:15]1[NH:19][N:18]=[CH:17][C:16]=1[C:20]([O:22][CH2:23][CH3:24])=[O:21])([O-:6])=[O:5]. Given the reactants B1([O-])OO1.[OH2:5].[OH2:6].O.O.[Na+].C(O)(=O)C.[NH2:14][C:15]1[NH:19][N:18]=[CH:17][C:16]=1[C:20]([O:22][CH2:23][CH3:24])=[O:21], predict the reaction product. (5) Given the reactants Br[C:2]1[CH:3]=[C:4]2[C:9](=[CH:10][CH:11]=1)[N:8]=[CH:7][C:6]([C:12]([CH:14]1[CH2:16][CH2:15]1)=[O:13])=[C:5]2[NH:17][CH:18]1[CH2:23][CH2:22][CH:21]([N:24]([CH2:27][CH3:28])[CH2:25][CH3:26])[CH2:20][CH2:19]1.[Cl:29][C:30]1[CH:35]=[C:34](B2OC(C)(C)C(C)(C)O2)[CH:33]=[C:32]([O:45][CH3:46])[C:31]=1[OH:47], predict the reaction product. The product is: [Cl:29][C:30]1[CH:35]=[C:34]([C:2]2[CH:3]=[C:4]3[C:9](=[CH:10][CH:11]=2)[N:8]=[CH:7][C:6]([C:12]([CH:14]2[CH2:15][CH2:16]2)=[O:13])=[C:5]3[NH:17][CH:18]2[CH2:23][CH2:22][CH:21]([N:24]([CH2:25][CH3:26])[CH2:27][CH3:28])[CH2:20][CH2:19]2)[CH:33]=[C:32]([O:45][CH3:46])[C:31]=1[OH:47]. (6) Given the reactants C(=O)([O-])O.[Na+].[NH2:6][C:7]1[CH:12]=[CH:11][C:10]([C:13]2[CH:14]=[C:15]([O:20][CH2:21][C:22]3([CH2:25][NH:26][C:27](=[O:33])[O:28][C:29]([CH3:32])([CH3:31])[CH3:30])[CH2:24][CH2:23]3)[CH:16]=[N:17][C:18]=2[Cl:19])=[CH:9][CH:8]=1.[C:34](Cl)(Cl)=[S:35], predict the reaction product. The product is: [C:29]([O:28][C:27](=[O:33])[NH:26][CH2:25][C:22]1([CH2:21][O:20][C:15]2[CH:16]=[N:17][C:18]([Cl:19])=[C:13]([C:10]3[CH:11]=[CH:12][C:7]([N:6]=[C:34]=[S:35])=[CH:8][CH:9]=3)[CH:14]=2)[CH2:23][CH2:24]1)([CH3:30])([CH3:32])[CH3:31]. (7) Given the reactants [H-].[Na+].[CH:3]([N:6]1[C:14]2[C:9](=[CH:10][C:11]([OH:15])=[CH:12][CH:13]=2)[CH:8]=[N:7]1)([CH3:5])[CH3:4].[Cl:16][C:17]1[C:18](F)=[CH:19][C:20]([F:30])=[C:21]([CH:29]=1)[C:22]([NH:24][S:25]([CH3:28])(=[O:27])=[O:26])=[O:23], predict the reaction product. The product is: [Cl:16][C:17]1[C:18]([O:15][C:11]2[CH:10]=[C:9]3[C:14](=[CH:13][CH:12]=2)[N:6]([CH:3]([CH3:5])[CH3:4])[N:7]=[CH:8]3)=[CH:19][C:20]([F:30])=[C:21]([CH:29]=1)[C:22]([NH:24][S:25]([CH3:28])(=[O:26])=[O:27])=[O:23].